The task is: Regression. Given a peptide amino acid sequence and an MHC pseudo amino acid sequence, predict their binding affinity value. This is MHC class I binding data.. This data is from Peptide-MHC class I binding affinity with 185,985 pairs from IEDB/IMGT. The peptide sequence is FEADPLSPQ. The MHC is HLA-A03:01 with pseudo-sequence HLA-A03:01. The binding affinity (normalized) is 0.0847.